Dataset: Forward reaction prediction with 1.9M reactions from USPTO patents (1976-2016). Task: Predict the product of the given reaction. (1) Given the reactants [C:1]([O:5][C:6]([NH:8][C@H:9]([C:14]([O:16][CH:17]([O:19][C:20](=[O:44])[N:21]([C:34]1[N:43]=[C:37]2[CH:38]=[CH:39][C:40](Cl)=[CH:41][N:36]2[N:35]=1)[C:22]1[CH:27]=[CH:26][C:25]([S:28]([CH3:31])(=[O:30])=[O:29])=[CH:24][C:23]=1[O:32][CH3:33])[CH3:18])=[O:15])[C:10]([CH3:13])([CH3:12])[CH3:11])=[O:7])([CH3:4])([CH3:3])[CH3:2].[F:45][C:46]1[CH:51]=[CH:50][C:49]([C@@H:52]([CH3:65])[C:53]([NH:55][C:56]2[CH:61]=[CH:60][C:59](B(O)O)=[CH:58][CH:57]=2)=[O:54])=[CH:48][CH:47]=1.O.P([O-])([O-])([O-])=O.[K+].[K+].[K+].C1(P(C2CCCCC2)C2C=CC=CC=2C2C(OC)=CC=CC=2OC)CCCCC1, predict the reaction product. The product is: [C:1]([O:5][C:6]([NH:8][C@H:9]([C:14]([O:16][CH:17]([O:19][C:20](=[O:44])[N:21]([C:34]1[N:43]=[C:37]2[CH:38]=[CH:39][C:40]([C:59]3[CH:58]=[CH:57][C:56]([NH:55][C:53](=[O:54])[C@@H:52]([C:49]4[CH:48]=[CH:47][C:46]([F:45])=[CH:51][CH:50]=4)[CH3:65])=[CH:61][CH:60]=3)=[CH:41][N:36]2[N:35]=1)[C:22]1[CH:27]=[CH:26][C:25]([S:28]([CH3:31])(=[O:30])=[O:29])=[CH:24][C:23]=1[O:32][CH3:33])[CH3:18])=[O:15])[C:10]([CH3:13])([CH3:12])[CH3:11])=[O:7])([CH3:4])([CH3:3])[CH3:2]. (2) Given the reactants [H-].[Al+3].[Li+].[H-].[H-].[H-].C([O:9][C:10]([C:12]1[N:13]=[CH:14][C:15]2[N:16]([CH2:25][CH3:26])[C:17]3[C:22]([C:23]=2[CH:24]=1)=[CH:21][CH:20]=[CH:19][CH:18]=3)=O)C, predict the reaction product. The product is: [CH2:25]([N:16]1[C:15]2[CH:14]=[N:13][C:12]([CH:10]=[O:9])=[CH:24][C:23]=2[C:22]2[C:17]1=[CH:18][CH:19]=[CH:20][CH:21]=2)[CH3:26]. (3) The product is: [C:1]([O:5][C:6](=[O:19])[NH:7][C@H:8]([CH2:9][C:10]1[CH:15]=[CH:14][CH:13]=[CH:12][CH:11]=1)[C@@H:16]([OH:17])[CH2:18][N:27]1[CH2:28][CH2:29][CH2:30][C@H:26]1[C:25](=[O:31])[NH:24][C:20]([CH3:22])([CH3:21])[CH3:23])([CH3:4])([CH3:3])[CH3:2]. Given the reactants [C:1]([O:5][C:6](=[O:19])[NH:7][C@@H:8]([C@@H:16]1[CH2:18][O:17]1)[CH2:9][C:10]1[CH:15]=[CH:14][CH:13]=[CH:12][CH:11]=1)([CH3:4])([CH3:3])[CH3:2].[C:20]([NH:24][C:25](=[O:31])[C@@H:26]1[CH2:30][CH2:29][CH2:28][NH:27]1)([CH3:23])([CH3:22])[CH3:21], predict the reaction product. (4) Given the reactants Cl.[CH:2]1[C:11]2[C:6](=[C:7]([NH:12][CH:13]3[CH2:18][CH2:17][CH2:16][NH:15][CH2:14]3)[CH:8]=[CH:9][CH:10]=2)[CH:5]=[CH:4][N:3]=1.CCN(CC)CC.[O-]S([O-])(=O)=O.[Mg+2].[CH:32]([C:34]1[CH:35]=[C:36]([CH:40]=[CH:41][CH:42]=1)[C:37]([OH:39])=[O:38])=O.CC(O)=O.[BH-](OC(C)=O)(OC(C)=O)OC(C)=O.[Na+], predict the reaction product. The product is: [CH:2]1[C:11]2[C:6](=[C:7]([NH:12][CH:13]3[CH2:18][CH2:17][CH2:16][N:15]([CH2:32][C:34]4[CH:35]=[C:36]([CH:40]=[CH:41][CH:42]=4)[C:37]([OH:39])=[O:38])[CH2:14]3)[CH:8]=[CH:9][CH:10]=2)[CH:5]=[CH:4][N:3]=1.